The task is: Predict the reactants needed to synthesize the given product.. This data is from Full USPTO retrosynthesis dataset with 1.9M reactions from patents (1976-2016). (1) Given the product [CH2:9]([O:8][C:6]1[CH:7]=[C:2]([N:13]2[CH2:14][CH:15]3[CH:11]([CH2:18][NH:17][CH2:16]3)[CH2:12]2)[CH:3]=[N:4][CH:5]=1)[CH3:10], predict the reactants needed to synthesize it. The reactants are: Cl[C:2]1[CH:3]=[N:4][CH:5]=[C:6]([O:8][CH2:9][CH3:10])[CH:7]=1.[CH:11]12[CH2:18][NH:17][CH2:16][CH:15]1[CH2:14][NH:13][CH2:12]2.CC(C)([O-])C.[K+]. (2) Given the product [Br:1][C:2]1[CH:3]=[C:4]2[C:9]([CH2:8][CH2:7][C@H:6]3[O:13][C@H:5]32)=[CH:10][CH:11]=1, predict the reactants needed to synthesize it. The reactants are: [Br:1][C:2]1[CH:3]=[C:4]2[C:9](=[CH:10][CH:11]=1)[CH2:8][CH2:7][CH:6]=[CH:5]2.C(=O)(O)[O-:13].[Na+].C1C=C(Cl)C=C(C(OO)=O)C=1. (3) Given the product [CH:5]([O:4][C:2]([N:26]1[CH2:25][CH2:24][CH:23]([N:22]([C:20](=[O:21])[C:19]2[CH:18]=[CH:17][C:16]([C:15]3[CH:14]=[CH:13][N:12]=[CH:11][C:10]=3[C:8]#[N:9])=[CH:33][CH:32]=2)[CH:29]2[CH2:31][CH2:30]2)[CH2:28][CH2:27]1)=[O:3])([CH3:7])[CH3:6], predict the reactants needed to synthesize it. The reactants are: Cl[C:2]([O:4][CH:5]([CH3:7])[CH3:6])=[O:3].[C:8]([C:10]1[CH:11]=[N:12][CH:13]=[CH:14][C:15]=1[C:16]1[CH:33]=[CH:32][C:19]([C:20]([N:22]([CH:29]2[CH2:31][CH2:30]2)[CH:23]2[CH2:28][CH2:27][NH:26][CH2:25][CH2:24]2)=[O:21])=[CH:18][CH:17]=1)#[N:9].C(N(CC)CC)C. (4) Given the product [N:43]1[CH:48]=[CH:47][C:46]([NH:49][C:31]([N:14]2[C@@H:15]3[CH2:20][N:19]([CH2:18][CH2:17][CH2:16]3)[C:12]3[CH:11]=[CH:10][C:9]([C:7]4[CH:6]=[CH:5][N:4]=[C:3]([C:2]([F:1])([F:22])[F:23])[CH:8]=4)=[N:21][C:13]2=3)=[O:42])=[N:45][CH:44]=1, predict the reactants needed to synthesize it. The reactants are: [F:1][C:2]([F:23])([F:22])[C:3]1[CH:8]=[C:7]([C:9]2[CH:10]=[CH:11][C:12]3[N:19]4[CH2:20][C@H:15]([CH2:16][CH2:17][CH2:18]4)[NH:14][C:13]=3[N:21]=2)[CH:6]=[CH:5][N:4]=1.C(N(CC)CC)C.[C:31](=[O:42])(OC(Cl)(Cl)Cl)OC(Cl)(Cl)Cl.[N:43]1[CH:48]=[CH:47][C:46]([NH2:49])=[N:45][CH:44]=1. (5) Given the product [F:22][C:20]1[CH:19]=[CH:18][C:17]([O:23][CH3:24])=[C:16]([C:15]2[CH:14]=[CH:13][N:12]=[C:11]3[NH:25][C:8]([C:6]4[CH2:7][C:2]([CH3:26])([CH3:1])[N:3]([CH2:28][C:29]([O:31][C:32]([CH3:35])([CH3:34])[CH3:33])=[O:30])[CH2:4][CH:5]=4)=[CH:9][C:10]=23)[CH:21]=1, predict the reactants needed to synthesize it. The reactants are: [CH3:1][C:2]1([CH3:26])[CH2:7][C:6]([C:8]2[NH:25][C:11]3=[N:12][CH:13]=[CH:14][C:15]([C:16]4[CH:21]=[C:20]([F:22])[CH:19]=[CH:18][C:17]=4[O:23][CH3:24])=[C:10]3[CH:9]=2)=[CH:5][CH2:4][NH:3]1.Br[CH2:28][C:29]([O:31][C:32]([CH3:35])([CH3:34])[CH3:33])=[O:30].C(N(CC)CC)C. (6) The reactants are: [CH3:1][O:2][C:3]1[C:8]2[N:9]=[C:10]([O:12][C@H:13]3[CH2:18][CH2:17][C@H:16]([NH2:19])[CH2:15][CH2:14]3)[S:11][C:7]=2[CH:6]=[CH:5][CH:4]=1.[O:20]=[C:21]1[NH:26][C:25]2[CH:27]=[C:28]([CH:31]=O)[CH:29]=[CH:30][C:24]=2[O:23][CH2:22]1.[BH4-].[Na+]. Given the product [CH3:1][O:2][C:3]1[C:8]2[N:9]=[C:10]([O:12][C@H:13]3[CH2:18][CH2:17][C@H:16]([NH:19][CH2:31][C:28]4[CH:29]=[CH:30][C:24]5[O:23][CH2:22][C:21](=[O:20])[NH:26][C:25]=5[CH:27]=4)[CH2:15][CH2:14]3)[S:11][C:7]=2[CH:6]=[CH:5][CH:4]=1, predict the reactants needed to synthesize it. (7) Given the product [CH:33]1([C:10]2[C:11]([CH2:12][N:13]3[CH2:18][CH2:17][NH:16][C@@H:15]([CH3:29])[CH2:14]3)=[CH:30][C:31]([F:32])=[C:8]([CH:9]=2)[C:6]([O:5][C:1]([CH3:4])([CH3:3])[CH3:2])=[O:7])[CH2:35][CH2:34]1, predict the reactants needed to synthesize it. The reactants are: [C:1]([O:5][C:6]([C:8]1[C:31]([F:32])=[CH:30][C:11]([CH2:12][N:13]2[CH2:18][CH2:17][N:16](C(OCC3C=CC=CC=3)=O)[C@@H:15]([CH3:29])[CH2:14]2)=[C:10]([CH:33]2[CH2:35][CH2:34]2)[CH:9]=1)=[O:7])([CH3:4])([CH3:3])[CH3:2]. (8) Given the product [C:16]([O:18][C:28]([CH:4]1[CH:3]([C:2]([F:1])([F:13])[F:14])[CH:8]2[CH2:9][CH:5]1[CH:6]=[CH:7]2)=[O:27])([CH3:19])([CH3:17])[CH3:15], predict the reactants needed to synthesize it. The reactants are: [F:1][C:2]([F:14])([F:13])[CH:3]1[CH:8]2[CH2:9][C:5](C(Cl)=O)([CH:6]=[CH:7]2)[CH2:4]1.[CH3:15][C:16]([CH3:19])([O-:18])[CH3:17].[Li+].CCCCCC.[O-:27][CH2:28]CCC.